The task is: Predict the reactants needed to synthesize the given product.. This data is from Full USPTO retrosynthesis dataset with 1.9M reactions from patents (1976-2016). (1) Given the product [CH3:13][C:14]1([CH3:50])[CH:23]=[CH:22][C:21]2[C:16](=[CH:17][CH:18]=[C:19]([N:24]3[C:29](=[O:30])[C:28]([CH2:31][C:32]4[CH:37]=[CH:36][C:35]([C:38]5[CH:43]=[CH:42][CH:41]=[CH:40][C:39]=5[C:44]5[NH:3][C:4](=[O:7])[O:5][N:45]=5)=[CH:34][CH:33]=4)=[C:27]([CH2:46][CH2:47][CH3:48])[N:26]=[C:25]3[CH3:49])[CH:20]=2)[O:15]1, predict the reactants needed to synthesize it. The reactants are: [Cl-].O[NH3+:3].[C:4](=[O:7])([O-])[OH:5].[Na+].CS(C)=O.[CH3:13][C:14]1([CH3:50])[CH:23]=[CH:22][C:21]2[C:16](=[CH:17][CH:18]=[C:19]([N:24]3[C:29](=[O:30])[C:28]([CH2:31][C:32]4[CH:37]=[CH:36][C:35]([C:38]5[C:39]([C:44]#[N:45])=[CH:40][CH:41]=[CH:42][CH:43]=5)=[CH:34][CH:33]=4)=[C:27]([CH2:46][CH2:47][CH3:48])[N:26]=[C:25]3[CH3:49])[CH:20]=2)[O:15]1. (2) Given the product [NH2:8][C:9]1[CH:10]=[C:11]([C:16]([OH:19])([CH3:17])[CH3:18])[CH:12]=[C:13]([F:15])[CH:14]=1, predict the reactants needed to synthesize it. The reactants are: C([N:8](CC1C=CC=CC=1)[C:9]1[CH:10]=[C:11]([C:16]([OH:19])([CH3:18])[CH3:17])[CH:12]=[C:13]([F:15])[CH:14]=1)C1C=CC=CC=1. (3) Given the product [CH3:8][C:4]1[N:3]=[C:2]([NH:1][C:10]2[CH:15]=[CH:14][CH:13]=[CH:12][N:11]=2)[CH:7]=[CH:6][CH:5]=1, predict the reactants needed to synthesize it. The reactants are: [NH2:1][C:2]1[CH:7]=[CH:6][CH:5]=[C:4]([CH3:8])[N:3]=1.Br[C:10]1[CH:15]=[CH:14][CH:13]=[CH:12][N:11]=1.CC(C)([O-])C.[Na+]. (4) Given the product [C:1]([C:3]1[CH:4]=[CH:5][C:6]([C:9]2[CH:10]=[N:11][N:12]3[CH:17]=[CH:16][C:15]([C:18]4[CH:19]=[CH:20][C:21]([C:22]([N:61]5[CH2:60][CH2:59][N:58]([C:64]([O:66][C:67]([CH3:70])([CH3:69])[CH3:68])=[O:65])[CH2:63][CH2:62]5)=[O:24])=[CH:25][CH:26]=4)=[N:14][C:13]=23)=[CH:7][CH:8]=1)#[N:2], predict the reactants needed to synthesize it. The reactants are: [C:1]([C:3]1[CH:8]=[CH:7][C:6]([C:9]2[CH:10]=[N:11][N:12]3[CH:17]=[CH:16][C:15]([C:18]4[CH:26]=[CH:25][C:21]([C:22]([OH:24])=O)=[CH:20][CH:19]=4)=[N:14][C:13]=23)=[CH:5][CH:4]=1)#[N:2].CN1CCOCC1.CN(C(ON1N=NC2C=CC=NC1=2)=[N+](C)C)C.F[P-](F)(F)(F)(F)F.[N:58]1([C:64]([O:66][C:67]([CH3:70])([CH3:69])[CH3:68])=[O:65])[CH2:63][CH2:62][NH:61][CH2:60][CH2:59]1.